Dataset: Reaction yield outcomes from USPTO patents with 853,638 reactions. Task: Predict the reaction yield, written as a fraction of the theoretical maximum amount of product (1.0 means a 100% yield; for example, 0.34 means a 34% yield). The reactants are [H-].[Na+].[F:3][C:4]1[CH:9]=[CH:8][C:7]([OH:10])=[CH:6][CH:5]=1.Cl[C:12]1[CH:17]=[CH:16][C:15]([C:18]2[S:19][C:20]3[N:21]=[CH:22][N:23]=[CH:24][C:25]=3[N:26]=2)=[CH:14][C:13]=1[C:27]#[N:28].O. The catalyst is CS(C)=O. The product is [F:3][C:4]1[CH:9]=[CH:8][C:7]([O:10][C:12]2[CH:17]=[CH:16][C:15]([C:18]3[S:19][C:20]4[N:21]=[CH:22][N:23]=[CH:24][C:25]=4[N:26]=3)=[CH:14][C:13]=2[C:27]#[N:28])=[CH:6][CH:5]=1. The yield is 0.710.